Task: Predict which catalyst facilitates the given reaction.. Dataset: Catalyst prediction with 721,799 reactions and 888 catalyst types from USPTO (1) Reactant: [N:1]1([C:6]2[CH:7]=[C:8]3[C:13](=[CH:14][CH:15]=2)[N:12]=[C:11]([C:16]2[CH:21]=[CH:20][CH:19]=[CH:18][CH:17]=2)[N:10]=[CH:9]3)[CH:5]=[CH:4][N:3]=[CH:2]1.[C:22]([OH:31])(=[O:30])[C@@H:23]([C@H:25]([C:27]([OH:29])=[O:28])[OH:26])[OH:24]. Product: [C:27]([C@@H:25]([C@H:23]([C:22]([OH:31])=[O:30])[OH:24])[OH:26])([OH:29])=[O:28].[N:1]1([C:6]2[CH:7]=[C:8]3[C:13](=[CH:14][CH:15]=2)[N:12]=[C:11]([C:16]2[CH:21]=[CH:20][CH:19]=[CH:18][CH:17]=2)[N:10]=[CH:9]3)[CH:5]=[CH:4][N:3]=[CH:2]1. The catalyst class is: 463. (2) Reactant: [Cl:1][C:2]1[CH:7]=[CH:6][CH:5]=[CH:4][C:3]=1[OH:8].C(=O)([O-])[O-].[K+].[K+].Cl[C:16]1[N:23]=[C:22]([C:24]2[CH:29]=[CH:28][C:27]([F:30])=[CH:26][CH:25]=2)[CH:21]=[CH:20][C:17]=1[C:18]#[N:19]. Product: [Cl:1][C:2]1[CH:7]=[CH:6][CH:5]=[CH:4][C:3]=1[O:8][C:16]1[N:23]=[C:22]([C:24]2[CH:29]=[CH:28][C:27]([F:30])=[CH:26][CH:25]=2)[CH:21]=[CH:20][C:17]=1[C:18]#[N:19]. The catalyst class is: 3. (3) Reactant: [C:1]([O:5][C:6](=[O:37])[NH:7][CH:8]1[CH2:13][CH2:12][N:11]([CH2:14][CH2:15][O:16][C:17]2[CH:18]=[N:19][C:20]3[C:25]([C:26]=2[O:27]CC2C=CC=CC=2)=[N:24][C:23]([O:35][CH3:36])=[CH:22][CH:21]=3)[CH2:10][CH2:9]1)([CH3:4])([CH3:3])[CH3:2]. Product: [C:1]([O:5][C:6](=[O:37])[NH:7][CH:8]1[CH2:9][CH2:10][N:11]([CH2:14][CH2:15][O:16][C:17]2[CH:18]=[N:19][C:20]3[C:25]([C:26]=2[OH:27])=[N:24][C:23]([O:35][CH3:36])=[CH:22][CH:21]=3)[CH2:12][CH2:13]1)([CH3:4])([CH3:3])[CH3:2]. The catalyst class is: 43. (4) Reactant: FC(F)(F)C(O)=O.[Br:8][C:9]1[CH:14]=[C:13]([CH2:15][NH:16][C:17]([C@@H:19]2[CH2:23][C@@H:22]([F:24])[CH2:21][N:20]2C(OC(C)(C)C)=O)=[O:18])[CH:12]=[CH:11][N:10]=1. Product: [Br:8][C:9]1[CH:14]=[C:13]([CH2:15][NH:16][C:17]([C@@H:19]2[CH2:23][C@@H:22]([F:24])[CH2:21][NH:20]2)=[O:18])[CH:12]=[CH:11][N:10]=1. The catalyst class is: 2. (5) Reactant: [Br-:1].[Br:2]C[C:4]1[CH:5]=[C:6]([CH:43]=[CH:44][CH:45]=1)[CH2:7][N:8]1[C:40]([S:41][CH3:42])=[C:11]2[S:12][C:13]([C:15]3[C@H:16]([CH3:39])[C@@H:17]4[C@@H:34]([C@H:35]([OH:37])[CH3:36])[C:33](=[O:38])[N:18]4[C:19]=3[C:20]([O:22][CH2:23][C:24]3[CH:29]=[CH:28][C:27]([N+:30]([O-:32])=[O:31])=[CH:26][CH:25]=3)=[O:21])=[CH:14][N+:10]2=[CH:9]1.[NH2:46][C:47]([NH2:49])=[S:48].[CH2:50](OCC)C. Product: [BrH:2].[Br-:1].[OH:37][C@@H:35]([C@H:34]1[C:33](=[O:38])[N:18]2[C:19]([C:20]([O:22][CH2:23][C:24]3[CH:29]=[CH:28][C:27]([N+:30]([O-:32])=[O:31])=[CH:26][CH:25]=3)=[O:21])=[C:15]([C:13]3[S:12][C:11]4=[C:40]([S:41][CH3:42])[N:8]([CH:7]([CH2:50][N:46]=[C:47]([NH2:49])[SH:48])[C:6]5[CH:43]=[CH:44][CH:45]=[CH:4][CH:5]=5)[CH:9]=[N+:10]4[CH:14]=3)[C@H:16]([CH3:39])[C@H:17]12)[CH3:36]. The catalyst class is: 382. (6) Reactant: [CH3:1][O:2][C:3]1[CH:4]=[CH:5][C:6]2[NH:12][C:11](=[O:13])[N:10]([CH:14]3[CH2:19][CH2:18][NH:17][CH2:16][CH2:15]3)[CH2:9][CH2:8][C:7]=2[CH:20]=1.Cl[C:22]1[N:27]=[C:26]([O:28][C:29]2[CH:38]=[C:37]([CH3:39])[C:32]3[NH:33][C:34](=[O:36])[O:35][C:31]=3[CH:30]=2)[CH:25]=[C:24]([Cl:40])[N:23]=1.CCN(C(C)C)C(C)C.O. Product: [Cl:40][C:24]1[N:23]=[C:22]([N:17]2[CH2:18][CH2:19][CH:14]([N:10]3[CH2:9][CH2:8][C:7]4[CH:20]=[C:3]([O:2][CH3:1])[CH:4]=[CH:5][C:6]=4[NH:12][C:11]3=[O:13])[CH2:15][CH2:16]2)[N:27]=[C:26]([O:28][C:29]2[CH:38]=[C:37]([CH3:39])[C:32]3[NH:33][C:34](=[O:36])[O:35][C:31]=3[CH:30]=2)[CH:25]=1. The catalyst class is: 3. (7) Reactant: [Cl:1][C:2]1[N:7]=[CH:6][C:5]([C:8]2[NH:12][C:11]3[CH:13]=[CH:14][CH:15]=[C:16]([C:17]([OH:19])=O)[C:10]=3[N:9]=2)=[CH:4][CH:3]=1.[S:20]1[CH:24]=[CH:23][N:22]=[C:21]1[NH2:25].CN(C(ON1N=NC2C=CC=NC1=2)=[N+](C)C)C.F[P-](F)(F)(F)(F)F.CCN(C(C)C)C(C)C. Product: [Cl:1][C:2]1[N:7]=[CH:6][C:5]([C:8]2[NH:12][C:11]3[CH:13]=[CH:14][CH:15]=[C:16]([C:17]([NH:25][C:21]4[S:20][CH:24]=[CH:23][N:22]=4)=[O:19])[C:10]=3[N:9]=2)=[CH:4][CH:3]=1. The catalyst class is: 18. (8) Reactant: [C:1]([Si:5](Cl)([CH3:7])[CH3:6])([CH3:4])([CH3:3])[CH3:2].[C:9]([O:13][C:14]([N:16]([CH3:26])[CH2:17][CH:18]([OH:25])[C:19](=[CH2:24])[C:20]([O:22][CH3:23])=[O:21])=[O:15])([CH3:12])([CH3:11])[CH3:10].N1C=CN=C1. Product: [C:9]([O:13][C:14]([N:16]([CH3:26])[CH2:17][CH:18]([O:25][Si:5]([C:1]([CH3:4])([CH3:3])[CH3:2])([CH3:7])[CH3:6])[C:19](=[CH2:24])[C:20]([O:22][CH3:23])=[O:21])=[O:15])([CH3:11])([CH3:10])[CH3:12]. The catalyst class is: 4. (9) Reactant: [C:1]([O:5][C:6]([NH:8][CH:9]([CH2:13][CH:14]1[CH2:19][CH2:18][O:17][CH2:16][CH2:15]1)[C:10]([OH:12])=O)=[O:7])([CH3:4])([CH3:3])[CH3:2].CN(C)CCCN=C=NCC.ON1C2C=CC=CC=2N=N1.[NH2:41][C:42]1[CH:46]=[CH:45][N:44]([CH2:47][C:48]([CH3:51])([OH:50])[CH3:49])[N:43]=1. Product: [C:1]([O:5][C:6](=[O:7])[NH:8][CH:9]([C:10](=[O:12])[NH:41][C:42]1[CH:46]=[CH:45][N:44]([CH2:47][C:48]([OH:50])([CH3:49])[CH3:51])[N:43]=1)[CH2:13][CH:14]1[CH2:19][CH2:18][O:17][CH2:16][CH2:15]1)([CH3:2])([CH3:3])[CH3:4]. The catalyst class is: 4. (10) Reactant: Cl.Cl.[CH3:3][C:4]1([N:8]2[CH2:12][CH2:11][CH2:10][CH2:9]2)[CH2:7][NH:6][CH2:5]1.CCN(C(C)C)C(C)C.[CH3:22][C:23]([O:26][C:27]([N:29]([C:47]([O:49][C:50]([CH3:53])([CH3:52])[CH3:51])=[O:48])[N:30]([C:38]1[C:43]([F:44])=[C:42](Cl)[N:41]=[C:40]([Cl:46])[N:39]=1)[C:31]([O:33][C:34]([CH3:37])([CH3:36])[CH3:35])=[O:32])=[O:28])([CH3:25])[CH3:24]. Product: [CH3:25][C:23]([O:26][C:27]([N:29]([C:47]([O:49][C:50]([CH3:53])([CH3:52])[CH3:51])=[O:48])[N:30]([C:38]1[C:43]([F:44])=[C:42]([N:6]2[CH2:7][C:4]([CH3:3])([N:8]3[CH2:12][CH2:11][CH2:10][CH2:9]3)[CH2:5]2)[N:41]=[C:40]([Cl:46])[N:39]=1)[C:31]([O:33][C:34]([CH3:35])([CH3:36])[CH3:37])=[O:32])=[O:28])([CH3:22])[CH3:24]. The catalyst class is: 3.